This data is from Catalyst prediction with 721,799 reactions and 888 catalyst types from USPTO. The task is: Predict which catalyst facilitates the given reaction. (1) The catalyst class is: 9. Reactant: [H-].[Na+].[Br:3][C:4]1[CH:5]=[C:6]([CH:16]=[CH:17][CH:18]=1)[CH2:7][NH:8][C:9](=[O:15])[O:10][C:11]([CH3:14])([CH3:13])[CH3:12].[CH3:19]I. Product: [Br:3][C:4]1[CH:5]=[C:6]([CH:16]=[CH:17][CH:18]=1)[CH2:7][N:8]([CH3:19])[C:9](=[O:15])[O:10][C:11]([CH3:14])([CH3:13])[CH3:12]. (2) Reactant: [C:1](OC(=O)C)(=[O:3])[CH3:2].[CH3:8][N:9]([CH3:23])[CH2:10][CH2:11][NH:12][C:13]1[CH:22]=[CH:21][C:16]([C:17]([O:19][CH3:20])=[O:18])=[CH:15][CH:14]=1.C(N(CC)CC)C. Product: [C:1]([N:12]([CH2:11][CH2:10][N:9]([CH3:8])[CH3:23])[C:13]1[CH:22]=[CH:21][C:16]([C:17]([O:19][CH3:20])=[O:18])=[CH:15][CH:14]=1)(=[O:3])[CH3:2]. The catalyst class is: 2. (3) Reactant: [CH3:1][C:2]1[CH:7]=[CH:6][C:5]([C:8]([CH3:10])=[CH2:9])=[CH:4][CH:3]=1.[BH4-].[Na+].B(F)(F)F.CC[O:19]CC.O. Product: [CH3:9][CH:8]([C:5]1[CH:6]=[CH:7][C:2]([CH3:1])=[CH:3][CH:4]=1)[CH2:10][OH:19]. The catalyst class is: 7. (4) Reactant: [CH2:1]([O:8][CH2:9][CH2:10][CH2:11][O:12][C:13]1[CH:18]=[CH:17][C:16]([CH:19]2[CH:24]([CH2:25][O:26][CH2:27][CH2:28][N:29]3[CH2:34][CH2:33][O:32][CH2:31][CH2:30]3)[CH2:23][N:22]([C:35]([O:37][C:38]([CH3:41])([CH3:40])[CH3:39])=[O:36])[CH2:21][CH:20]2[CH2:42][OH:43])=[CH:15][CH:14]=1)[C:2]1[CH:7]=[CH:6][CH:5]=[CH:4][CH:3]=1.CS(C)=O.C(Cl)(=O)C(Cl)=O. Product: [CH2:1]([O:8][CH2:9][CH2:10][CH2:11][O:12][C:13]1[CH:14]=[CH:15][C:16]([CH:19]2[CH:24]([CH2:25][O:26][CH2:27][CH2:28][N:29]3[CH2:34][CH2:33][O:32][CH2:31][CH2:30]3)[CH2:23][N:22]([C:35]([O:37][C:38]([CH3:39])([CH3:41])[CH3:40])=[O:36])[CH2:21][CH:20]2[CH:42]=[O:43])=[CH:17][CH:18]=1)[C:2]1[CH:3]=[CH:4][CH:5]=[CH:6][CH:7]=1. The catalyst class is: 2. (5) Reactant: O.[OH-].[Li+].[CH3:4][C:5]1[CH:10]=[C:9]([CH3:11])[CH:8]=[C:7]([CH3:12])[C:6]=1[NH:13][C:14]([NH:16][C:17]1[C:18]([C:27]([NH:29][C@H:30]([C:34]([O:36]C)=[O:35])[CH2:31][CH2:32][CH3:33])=[O:28])=[CH:19][C:20]2[C:25]([CH:26]=1)=[CH:24][CH:23]=[CH:22][CH:21]=2)=[O:15].O.Cl. Product: [CH3:12][C:7]1[CH:8]=[C:9]([CH3:11])[CH:10]=[C:5]([CH3:4])[C:6]=1[NH:13][C:14]([NH:16][C:17]1[C:18]([C:27]([NH:29][C@H:30]([C:34]([OH:36])=[O:35])[CH2:31][CH2:32][CH3:33])=[O:28])=[CH:19][C:20]2[C:25]([CH:26]=1)=[CH:24][CH:23]=[CH:22][CH:21]=2)=[O:15]. The catalyst class is: 12.